From a dataset of Forward reaction prediction with 1.9M reactions from USPTO patents (1976-2016). Predict the product of the given reaction. (1) Given the reactants CC(C)[C@@H](N1CC2C(=CC=C(C3C=CC(NC(NC4C=CC=C(C(F)(F)F)C=4)=O)=CC=3)C=2)C1=O)C(O)=O.[O:38]=[C:39]1[C:47]2[C:42](=[CH:43][C:44]([C:48]3[CH:53]=[CH:52][C:51]([NH:54][C:55]([NH:57][C:58]4[CH:63]=[CH:62][CH:61]=[C:60]([C:64]([F:67])([F:66])[F:65])[CH:59]=4)=[O:56])=[CH:50][CH:49]=3)=[CH:45][CH:46]=2)[CH2:41][N:40]1[CH2:68][CH2:69][C:70]([O:72]CC)=[O:71], predict the reaction product. The product is: [O:38]=[C:39]1[C:47]2[C:42](=[CH:43][C:44]([C:48]3[CH:49]=[CH:50][C:51]([NH:54][C:55]([NH:57][C:58]4[CH:63]=[CH:62][CH:61]=[C:60]([C:64]([F:66])([F:65])[F:67])[CH:59]=4)=[O:56])=[CH:52][CH:53]=3)=[CH:45][CH:46]=2)[CH2:41][N:40]1[CH2:68][CH2:69][C:70]([OH:72])=[O:71]. (2) Given the reactants [CH2:1]1[C:9]2[C:4](=[CH:5][C:6]([S:10]([NH:13][C:14]3[CH:18]=[CH:17][S:16][C:15]=3[C:19]([O:21]C)=[O:20])(=[O:12])=[O:11])=[CH:7][CH:8]=2)[CH2:3][CH2:2]1.[OH-].[Na+], predict the reaction product. The product is: [CH2:1]1[C:9]2[C:4](=[CH:5][C:6]([S:10]([NH:13][C:14]3[CH:18]=[CH:17][S:16][C:15]=3[C:19]([OH:21])=[O:20])(=[O:11])=[O:12])=[CH:7][CH:8]=2)[CH2:3][CH2:2]1. (3) The product is: [O:14]1[CH2:15][CH2:16][N:11]([C:4]2[C:5]3[S:10][CH:9]=[CH:8][C:6]=3[N:7]=[C:2]([C:25]3[CH:24]=[N:23][C:22]([NH2:21])=[N:27][CH:26]=3)[N:3]=2)[C:12]2[CH:20]=[CH:19][CH:18]=[CH:17][C:13]1=2. Given the reactants Cl[C:2]1[N:3]=[C:4]([N:11]2[CH2:16][CH2:15][O:14][C:13]3[CH:17]=[CH:18][CH:19]=[CH:20][C:12]2=3)[C:5]2[S:10][CH:9]=[CH:8][C:6]=2[N:7]=1.[NH2:21][C:22]1[N:27]=[CH:26][C:25](B2OC(C)(C)C(C)(C)O2)=[CH:24][N:23]=1.CC#N.CC([O-])=O.[K+], predict the reaction product. (4) Given the reactants [CH2:1]([OH:77])[C@H:2]1[O:7][C@@H:6]2[O:8][C@H:9]3[C@H:14]([OH:15])[C@@H:13]([OH:16])[C@@H:12]([O:17][C@H:18]4[C@H:23]([OH:24])[C@@H:22]([OH:25])[C@@H:21]([O:26][C@H:27]5[C@H:32]([OH:33])[C@@H:31]([OH:34])[C@@H:30]([O:35][C@H:36]6[C@H:41]([OH:42])[C@@H:40]([OH:43])[C@@H:39]([O:44][C@H:45]7[C@H:50]([OH:51])[C@@H:49]([OH:52])[C@@H:48]([O:53][C@H:54]8[C@H:60]([OH:61])[C@@H:59]([OH:62])[C@@H:57]([O:58][C@H:3]1[C@H:4]([OH:76])[C@H:5]2[OH:75])[O:56][C@@H:55]8[CH2:63][OH:64])[O:47][C@@H:46]7[CH2:65][OH:66])[O:38][C@@H:37]6[CH2:67][OH:68])[O:29][C@@H:28]5[CH2:69][OH:70])[O:20][C@@H:19]4[CH2:71][OH:72])[O:11][C@@H:10]3[CH2:73][OH:74].[OH-].[Na+].[CH2:80]([CH:82]1[O:84][CH2:83]1)[Cl:81], predict the reaction product. The product is: [CH2:80]([CH:82]1[O:84][CH2:83]1)[Cl:81].[CH2:67]([OH:68])[C@H:37]1[O:38][C@@H:39]2[O:44][C@H:45]3[C@H:50]([OH:51])[C@@H:49]([OH:52])[C@@H:48]([O:53][C@H:54]4[C@H:60]([OH:61])[C@@H:59]([OH:62])[C@@H:57]([O:58][C@H:3]5[C@H:4]([OH:76])[C@@H:5]([OH:75])[C@@H:6]([O:8][C@H:9]6[C@H:14]([OH:15])[C@@H:13]([OH:16])[C@@H:12]([O:17][C@H:18]7[C@H:23]([OH:24])[C@@H:22]([OH:25])[C@@H:21]([O:26][C@H:27]8[C@H:32]([OH:33])[C@@H:31]([OH:34])[C@@H:30]([O:35][C@H:36]1[C@H:41]([OH:42])[C@H:40]2[OH:43])[O:29][C@@H:28]8[CH2:69][OH:70])[O:20][C@@H:19]7[CH2:71][OH:72])[O:11][C@@H:10]6[CH2:73][OH:74])[O:7][C@@H:2]5[CH2:1][OH:77])[O:56][C@@H:55]4[CH2:63][OH:64])[O:47][C@@H:46]3[CH2:65][OH:66]. (5) Given the reactants [OH:1][C@@H:2]1[C@@H:7]([C:8]2[CH:13]=[CH:12][C:11]([OH:14])=[CH:10][CH:9]=2)[CH2:6][CH2:5][N:4](C(OC(C)(C)C)=O)[CH2:3]1.[ClH:22], predict the reaction product. The product is: [ClH:22].[OH:14][C:11]1[CH:12]=[CH:13][C:8]([C@H:7]2[CH2:6][CH2:5][NH:4][CH2:3][C@@H:2]2[OH:1])=[CH:9][CH:10]=1.